Dataset: TCR-epitope binding with 47,182 pairs between 192 epitopes and 23,139 TCRs. Task: Binary Classification. Given a T-cell receptor sequence (or CDR3 region) and an epitope sequence, predict whether binding occurs between them. (1) The epitope is EEHVQIHTI. The TCR CDR3 sequence is CASSFFGNSYEQYF. Result: 0 (the TCR does not bind to the epitope). (2) The epitope is YEGNSPFHPL. The TCR CDR3 sequence is CASSQPIGTGKETQYF. Result: 0 (the TCR does not bind to the epitope). (3) The epitope is KLFIRQEEV. The TCR CDR3 sequence is CASSQDQGAYEQFF. Result: 0 (the TCR does not bind to the epitope). (4) The epitope is AYILFTRFFYV. The TCR CDR3 sequence is CASSQDQGLAGGPYNEQFF. Result: 1 (the TCR binds to the epitope). (5) The epitope is KRWIILGLNK. The TCR CDR3 sequence is CSARDLAEGTYEQYF. Result: 1 (the TCR binds to the epitope).